Dataset: NCI-60 drug combinations with 297,098 pairs across 59 cell lines. Task: Regression. Given two drug SMILES strings and cell line genomic features, predict the synergy score measuring deviation from expected non-interaction effect. (1) Drug 1: CN1C(=O)N2C=NC(=C2N=N1)C(=O)N. Drug 2: C1=NC2=C(N1)C(=S)N=CN2. Cell line: COLO 205. Synergy scores: CSS=30.7, Synergy_ZIP=-9.78, Synergy_Bliss=-4.00, Synergy_Loewe=-27.7, Synergy_HSA=-1.78. (2) Drug 1: C1C(C(OC1N2C=NC(=NC2=O)N)CO)O. Drug 2: COCCOC1=C(C=C2C(=C1)C(=NC=N2)NC3=CC=CC(=C3)C#C)OCCOC.Cl. Cell line: HCT-15. Synergy scores: CSS=12.3, Synergy_ZIP=6.57, Synergy_Bliss=12.6, Synergy_Loewe=9.22, Synergy_HSA=6.76. (3) Drug 1: CCC1(CC2CC(C3=C(CCN(C2)C1)C4=CC=CC=C4N3)(C5=C(C=C6C(=C5)C78CCN9C7C(C=CC9)(C(C(C8N6C=O)(C(=O)OC)O)OC(=O)C)CC)OC)C(=O)OC)O.OS(=O)(=O)O. Drug 2: CC1=C2C(C(=O)C3(C(CC4C(C3C(C(C2(C)C)(CC1OC(=O)C(C(C5=CC=CC=C5)NC(=O)C6=CC=CC=C6)O)O)OC(=O)C7=CC=CC=C7)(CO4)OC(=O)C)O)C)OC(=O)C. Cell line: SNB-19. Synergy scores: CSS=25.7, Synergy_ZIP=-1.24, Synergy_Bliss=4.91, Synergy_Loewe=-3.37, Synergy_HSA=1.84. (4) Drug 1: C1CC(=O)NC(=O)C1N2CC3=C(C2=O)C=CC=C3N. Drug 2: C1C(C(OC1N2C=NC3=C2NC=NCC3O)CO)O. Cell line: SF-295. Synergy scores: CSS=3.65, Synergy_ZIP=-3.26, Synergy_Bliss=-3.47, Synergy_Loewe=-1.72, Synergy_HSA=-1.36. (5) Synergy scores: CSS=47.3, Synergy_ZIP=0.980, Synergy_Bliss=-0.681, Synergy_Loewe=-19.3, Synergy_HSA=-1.44. Drug 1: C1=C(C(=O)NC(=O)N1)F. Cell line: HCT116. Drug 2: COC1=NC(=NC2=C1N=CN2C3C(C(C(O3)CO)O)O)N. (6) Drug 1: CNC(=O)C1=CC=CC=C1SC2=CC3=C(C=C2)C(=NN3)C=CC4=CC=CC=N4. Drug 2: C1=NC(=NC(=O)N1C2C(C(C(O2)CO)O)O)N. Cell line: MDA-MB-231. Synergy scores: CSS=-1.23, Synergy_ZIP=0.776, Synergy_Bliss=-0.360, Synergy_Loewe=-8.08, Synergy_HSA=-4.88. (7) Synergy scores: CSS=7.82, Synergy_ZIP=-7.02, Synergy_Bliss=-17.3, Synergy_Loewe=-23.4, Synergy_HSA=-16.0. Cell line: T-47D. Drug 2: C(CC(=O)O)C(=O)CN.Cl. Drug 1: C1=CC(=CC=C1CCCC(=O)O)N(CCCl)CCCl.